This data is from Full USPTO retrosynthesis dataset with 1.9M reactions from patents (1976-2016). The task is: Predict the reactants needed to synthesize the given product. (1) The reactants are: [Cl:1][C:2]1[CH:7]=[CH:6][CH:5]=[CH:4][C:3]=1[C:8]1[CH:13]=[CH:12][N:11]=[CH:10][C:9]=1[N:14]([CH2:31][C:32](OC)=[O:33])[C:15](=[O:30])[C:16]1[CH:21]=[C:20]([C:22]([F:25])([F:24])[F:23])[CH:19]=[C:18]([C:26]([F:29])([F:28])[F:27])[CH:17]=1.[BH4-].[Na+].[NH4+].[Cl-].CCOC(C)=O. Given the product [Cl:1][C:2]1[CH:7]=[CH:6][CH:5]=[CH:4][C:3]=1[C:8]1[CH:13]=[CH:12][N:11]=[CH:10][C:9]=1[N:14]([CH2:31][CH2:32][OH:33])[C:15](=[O:30])[C:16]1[CH:17]=[C:18]([C:26]([F:28])([F:29])[F:27])[CH:19]=[C:20]([C:22]([F:23])([F:24])[F:25])[CH:21]=1, predict the reactants needed to synthesize it. (2) Given the product [F:39][C:36]1[CH:37]=[CH:38][C:33]([CH2:32][CH2:31][N:1]2[CH:5]=[C:4]([C:6]3[CH:11]=[C:10]([C:12]4[N:13]=[N:14][NH:15][C:16]=4[C:17]([F:18])([F:20])[F:19])[CH:9]=[CH:8][N:7]=3)[N:3]=[CH:2]2)=[CH:34][CH:35]=1, predict the reactants needed to synthesize it. The reactants are: [NH:1]1[CH:5]=[C:4]([C:6]2[CH:11]=[C:10]([C:12]3[N:13]=[N:14][N:15](CC4C=CC(OC)=CC=4)[C:16]=3[C:17]([F:20])([F:19])[F:18])[CH:9]=[CH:8][N:7]=2)[N:3]=[CH:2]1.Br[CH2:31][CH2:32][C:33]1[CH:38]=[CH:37][C:36]([F:39])=[CH:35][CH:34]=1.C([O-])([O-])=O.[Cs+].[Cs+]. (3) Given the product [Cl:18][C:15]1[CH:16]=[CH:17][C:12]([C:11]([NH:10][C:7]2[CH:6]=[CH:5][C:4]([C@@H:2]([NH:1][C:29]3[C:28]4[C:23](=[CH:24][C:25]([CH3:32])=[CH:26][CH:27]=4)[N:22]=[C:21]([Cl:20])[N:30]=3)[CH3:3])=[CH:9][CH:8]=2)=[O:19])=[CH:13][N:14]=1, predict the reactants needed to synthesize it. The reactants are: [NH2:1][C@H:2]([C:4]1[CH:9]=[CH:8][C:7]([NH:10][C:11](=[O:19])[C:12]2[CH:17]=[CH:16][C:15]([Cl:18])=[N:14][CH:13]=2)=[CH:6][CH:5]=1)[CH3:3].[Cl:20][C:21]1[N:30]=[C:29](Cl)[C:28]2[C:23](=[CH:24][C:25]([CH3:32])=[CH:26][CH:27]=2)[N:22]=1. (4) The reactants are: [CH3:1][O:2][C:3](=[O:14])[C:4]1[CH:9]=[CH:8][C:7]([OH:10])=[C:6]([N+:11]([O-])=O)[CH:5]=1.C([O-])=O.[NH4+]. Given the product [CH3:1][O:2][C:3](=[O:14])[C:4]1[CH:9]=[CH:8][C:7]([OH:10])=[C:6]([NH2:11])[CH:5]=1, predict the reactants needed to synthesize it. (5) The reactants are: [OH:1][C:2]1[C:6]2[CH:7]=[C:8]([N+:11]([O-:13])=[O:12])[CH:9]=[CH:10][C:5]=2[O:4][C:3]=1[C:14]([O:16][CH2:17][CH3:18])=[O:15].[CH2:19]1CCN2C(=NCCC2)CC1.IC.Cl. Given the product [CH3:19][O:1][C:2]1[C:6]2[CH:7]=[C:8]([N+:11]([O-:13])=[O:12])[CH:9]=[CH:10][C:5]=2[O:4][C:3]=1[C:14]([O:16][CH2:17][CH3:18])=[O:15], predict the reactants needed to synthesize it.